Predict the reactants needed to synthesize the given product. From a dataset of Full USPTO retrosynthesis dataset with 1.9M reactions from patents (1976-2016). Given the product [CH:9]1([NH:12][C:13](=[O:39])[C:14]2[CH:19]=[CH:18][C:17]([CH3:20])=[C:16]([N:21]3[CH:26]=[CH:25][N:24]=[C:23]([NH:27][C:28]4([C:31]5[CH:36]=[CH:35][CH:34]=[CH:33][C:32]=5[O:37][CH2:53][C@H:54]5[CH2:56][O:55]5)[CH2:30][CH2:29]4)[C:22]3=[O:38])[CH:15]=2)[CH2:11][CH2:10]1, predict the reactants needed to synthesize it. The reactants are: C(=O)([O-])[O-].[K+].[K+].[F-].[Cs+].[CH:9]1([NH:12][C:13](=[O:39])[C:14]2[CH:19]=[CH:18][C:17]([CH3:20])=[C:16]([N:21]3[CH:26]=[CH:25][N:24]=[C:23]([NH:27][C:28]4([C:31]5[CH:36]=[CH:35][CH:34]=[CH:33][C:32]=5[OH:37])[CH2:30][CH2:29]4)[C:22]3=[O:38])[CH:15]=2)[CH2:11][CH2:10]1.[N+](C1C=C(S(O[CH2:53][C@H:54]2[CH2:56][O:55]2)(=O)=O)C=CC=1)([O-])=O.